From a dataset of M1 muscarinic receptor antagonist screen with 61,756 compounds. Binary Classification. Given a drug SMILES string, predict its activity (active/inactive) in a high-throughput screening assay against a specified biological target. (1) The compound is s1c(NC(=O)C2N(CCC2)C(=O)Nc2c(OCC)cccc2)nnc1CC. The result is 0 (inactive). (2) The compound is S(=O)(=O)(N1CCOCC1)c1cc2c(oc(c2C)C(=O)Nc2cc(c(cc2)C)C)cc1. The result is 0 (inactive). (3) The drug is s1c(nnc1NC(=O)CC(OCC)=O)CC. The result is 0 (inactive). (4) The compound is Clc1c(OCC(=O)NCCN2CCOCC2)cc(Cl)c(Cl)c1. The result is 0 (inactive). (5) The compound is S(c1nc(nc2n(c(=O)n(c(=O)c12)C)C)C(C)C)CC(=O)Nc1noc(c1)C. The result is 0 (inactive). (6) The compound is Clc1ccc(Cn2c(C(=O)NCCN3CCOCC3)cc3sccc23)cc1. The result is 1 (active). (7) The molecule is O=C1N(C(CC1)C(=O)NCCCN1C(CCCC1)C)Cc1ccc(cc1)C. The result is 0 (inactive).